This data is from Catalyst prediction with 721,799 reactions and 888 catalyst types from USPTO. The task is: Predict which catalyst facilitates the given reaction. (1) Reactant: [NH2:1][C:2]1[C:3]([CH3:13])=[C:4]([CH2:8][C:9]([O:11][CH3:12])=[O:10])[CH:5]=[CH:6][CH:7]=1.[CH:14](OCC)(OCC)OCC.[N-:24]=[N+:25]=[N-:26].[Na+].O. Product: [CH3:13][C:3]1[C:2]([N:1]2[CH:14]=[N:26][N:25]=[N:24]2)=[CH:7][CH:6]=[CH:5][C:4]=1[CH2:8][C:9]([O:11][CH3:12])=[O:10]. The catalyst class is: 15. (2) Reactant: [C:1]([CH2:3][C@H:4]1[CH2:9][CH2:8][C@H:7]([CH2:10][NH:11]C(=O)OC(C)(C)C)[CH2:6][CH2:5]1)#[N:2].FC(F)(F)C(O)=O. Product: [NH2:11][CH2:10][C@H:7]1[CH2:8][CH2:9][C@H:4]([CH2:3][C:1]#[N:2])[CH2:5][CH2:6]1. The catalyst class is: 4. (3) The catalyst class is: 376. Product: [Cl:1][C:2]1[CH:7]=[C:6]([O:8][CH3:26])[CH:5]=[CH:4][C:3]=1[CH2:9][N:10]1[CH:14]=[CH:13][C:12]([NH:15][C:16](=[O:25])[C:17]2[C:18]([F:24])=[CH:19][CH:20]=[CH:21][C:22]=2[F:23])=[N:11]1. Reactant: [Cl:1][C:2]1[CH:7]=[C:6]([OH:8])[CH:5]=[CH:4][C:3]=1[CH2:9][N:10]1[CH:14]=[CH:13][C:12]([NH:15][C:16](=[O:25])[C:17]2[C:22]([F:23])=[CH:21][CH:20]=[CH:19][C:18]=2[F:24])=[N:11]1.[CH3:26]C(C)([O-])C.[K+].CI. (4) Product: [C:1]1([C:7]2[N:11]=[C:10]([N:12]3[CH2:17][CH2:16][N:15]([C:31]([NH:30][C:27]4[CH:28]=[CH:29][S:25][CH:26]=4)=[O:32])[CH2:14][CH2:13]3)[S:9][N:8]=2)[CH:2]=[CH:3][CH:4]=[CH:5][CH:6]=1. Reactant: [C:1]1([C:7]2[N:11]=[C:10]([N:12]3[CH2:17][CH2:16][NH:15][CH2:14][CH2:13]3)[S:9][N:8]=2)[CH:6]=[CH:5][CH:4]=[CH:3][CH:2]=1.C(N(CC)CC)C.[S:25]1[CH:29]=[CH:28][C:27]([N:30]=[C:31]=[O:32])=[CH:26]1. The catalyst class is: 7. (5) Reactant: [CH3:1][O:2][C:3]1[C:4]2[C:15]([C:16]3[CH:21]=[CH:20][CH:19]=[CH:18][CH:17]=3)=[C:14]([C:22]3[CH:27]=[CH:26][C:25]([C:28]4([NH:32][C:33](=[O:39])[O:34][C:35]([CH3:38])([CH3:37])[CH3:36])[CH2:31][CH2:30][CH2:29]4)=[CH:24][CH:23]=3)[O:13][C:5]=2[N:6]=[C:7](S(C)(=O)=O)[N:8]=1.[NH:40]1[CH2:45][CH2:44][O:43][CH2:42][CH2:41]1. Product: [CH3:1][O:2][C:3]1[C:4]2[C:15]([C:16]3[CH:21]=[CH:20][CH:19]=[CH:18][CH:17]=3)=[C:14]([C:22]3[CH:27]=[CH:26][C:25]([C:28]4([NH:32][C:33](=[O:39])[O:34][C:35]([CH3:38])([CH3:37])[CH3:36])[CH2:31][CH2:30][CH2:29]4)=[CH:24][CH:23]=3)[O:13][C:5]=2[N:6]=[C:7]([N:40]2[CH2:45][CH2:44][O:43][CH2:42][CH2:41]2)[N:8]=1. The catalyst class is: 11.